Predict the reactants needed to synthesize the given product. From a dataset of Full USPTO retrosynthesis dataset with 1.9M reactions from patents (1976-2016). Given the product [Cl:1][C:2]1[CH:3]=[N:4][CH:5]=[C:6]([O:8][CH2:20][O:21][CH3:22])[CH:7]=1, predict the reactants needed to synthesize it. The reactants are: [Cl:1][C:2]1[CH:3]=[N:4][CH:5]=[C:6]([OH:8])[CH:7]=1.CN(C=O)C.C(O[K])(C)(C)C.[CH3:20][O:21][CH2:22]Cl.